Dataset: Full USPTO retrosynthesis dataset with 1.9M reactions from patents (1976-2016). Task: Predict the reactants needed to synthesize the given product. (1) Given the product [OH:64][CH2:65][C:66]1[S:70][C:69]([C:35]2[CH:36]=[C:37]3[C:41](=[C:42]([C:44]([NH2:46])=[O:45])[CH:43]=2)[NH:40][CH:39]=[C:38]3[CH:47]2[CH2:52][CH2:51][N:50]([S:53]([CH2:56][CH2:57][CH2:58][N:59]3[CH2:63][CH2:62][CH2:61][CH2:60]3)(=[O:54])=[O:55])[CH2:49][CH2:48]2)=[CH:68][CH:67]=1, predict the reactants needed to synthesize it. The reactants are: N1(CCS(N2CCC(C3C4C(=C(C(N)=O)C=C(C5C=CSC=5)C=4)NC=3)CC2)(=O)=O)CCCC1.Br[C:35]1[CH:36]=[C:37]2[C:41](=[C:42]([C:44]([NH2:46])=[O:45])[CH:43]=1)[NH:40][CH:39]=[C:38]2[CH:47]1[CH2:52][CH2:51][N:50]([S:53]([CH2:56][CH2:57][CH2:58][N:59]2[CH2:63][CH2:62][CH2:61][CH2:60]2)(=[O:55])=[O:54])[CH2:49][CH2:48]1.[OH:64][CH2:65][C:66]1[S:70][C:69](B(O)O)=[CH:68][CH:67]=1.C(=O)([O-])[O-].[K+].[K+]. (2) Given the product [CH:30]1[C:42]2[CH:41]([CH2:43][O:44][C:45]([NH:8][C@H:9]([C:11]([NH:13][C:14]3[CH:19]=[CH:18][CH:17]=[CH:16][C:15]=3[CH2:20][CH2:21][C:22]([OH:24])=[O:23])=[O:12])[CH3:10])=[O:46])[C:40]3[C:35](=[CH:36][CH:37]=[CH:38][CH:39]=3)[C:34]=2[CH:33]=[CH:32][CH:31]=1, predict the reactants needed to synthesize it. The reactants are: FC(F)(F)C(O)=O.[NH2:8][C@H:9]([C:11]([NH:13][C:14]1[CH:19]=[CH:18][CH:17]=[CH:16][C:15]=1[CH2:20][CH2:21][C:22]([OH:24])=[O:23])=[O:12])[CH3:10].C(=O)(O)[O-].[Na+].[CH:30]1[C:42]2[CH:41]([CH2:43][O:44][C:45](Cl)=[O:46])[C:40]3[C:35](=[CH:36][CH:37]=[CH:38][CH:39]=3)[C:34]=2[CH:33]=[CH:32][CH:31]=1.Cl. (3) Given the product [Cl:28][C:29]1[CH:34]=[CH:33][C:32]([C:35]2[N:36]=[C:37]3[CH:42]=[CH:41][C:40]([C:43]([NH:50][CH2:51][CH2:52][CH2:53][OH:54])=[O:45])=[CH:39][N:38]3[C:46]=2[CH2:47][OH:48])=[CH:31][CH:30]=1, predict the reactants needed to synthesize it. The reactants are: C(N(C(C)C)CC)(C)C.CCCP1(OP(CCC)(=O)OP(CCC)(=O)O1)=O.[Cl:28][C:29]1[CH:34]=[CH:33][C:32]([C:35]2[N:36]=[C:37]3[CH:42]=[CH:41][C:40]([C:43]([O-:45])=O)=[CH:39][N:38]3[C:46]=2[CH2:47][OH:48])=[CH:31][CH:30]=1.[Na+].[NH2:50][CH2:51][CH2:52][CH2:53][OH:54]. (4) The reactants are: [CH3:1][CH:2]([CH:8]([C:19]1[C:27]2[C:22](=[C:23]([CH2:28][S:29][CH3:30])[CH:24]=[CH:25][CH:26]=2)[NH:21][CH:20]=1)[C:9]1[CH:14]=[CH:13][C:12]([C:15]([F:18])([F:17])[F:16])=[CH:11][CH:10]=1)[C:3](OCC)=[O:4].BrC1SC(C(C2C3C(=C(CSC)C=CC=3)NC=2)CCO)=CN=1. Given the product [CH3:1][CH:2]([CH:8]([C:19]1[C:27]2[C:22](=[C:23]([CH2:28][S:29][CH3:30])[CH:24]=[CH:25][CH:26]=2)[NH:21][CH:20]=1)[C:9]1[CH:10]=[CH:11][C:12]([C:15]([F:17])([F:18])[F:16])=[CH:13][CH:14]=1)[CH2:3][OH:4], predict the reactants needed to synthesize it. (5) Given the product [CH2:2]([C:4]1[CH:23]=[CH:22][CH:21]=[C:20]([CH3:24])[C:5]=1[CH2:6][NH:7][C:8]1[C:9]2[N:10]([N:16]=[C:17]([CH3:19])[N:18]=2)[CH:11]=[C:12]([CH2:14][N:25]2[CH2:30][CH2:29][O:28][CH2:27][CH2:26]2)[CH:13]=1)[CH3:3].[CH:35]([O:34][CH:23]([CH3:22])[CH3:4])([CH3:31])[CH3:26], predict the reactants needed to synthesize it. The reactants are: Cl.[CH2:2]([C:4]1[CH:23]=[CH:22][CH:21]=[C:20]([CH3:24])[C:5]=1[CH2:6][NH:7][C:8]1[C:9]2[N:10]([N:16]=[C:17]([CH3:19])[N:18]=2)[CH:11]=[C:12]([CH2:14]Cl)[CH:13]=1)[CH3:3].[NH:25]1[CH2:30][CH2:29][O:28][CH2:27][CH2:26]1.[CH2:31]1[CH2:35][O:34]CC1. (6) Given the product [NH2:18][CH2:19][C:20]1[CH:25]=[C:24]([C:2]2[N:3]=[C:4]3[C:10]([C:11](=[O:16])[C:12]([CH3:15])([CH3:14])[CH3:13])=[CH:9][NH:8][C:5]3=[N:6][CH:7]=2)[CH:23]=[CH:22][CH:21]=1, predict the reactants needed to synthesize it. The reactants are: Br[C:2]1[N:3]=[C:4]2[C:10]([C:11](=[O:16])[C:12]([CH3:15])([CH3:14])[CH3:13])=[CH:9][NH:8][C:5]2=[N:6][CH:7]=1.Cl.[NH2:18][CH2:19][C:20]1[CH:21]=[C:22](B(O)O)[CH:23]=[CH:24][CH:25]=1.[NH4+].[OH-].CO. (7) The reactants are: Cl.C([NH:6][S:7]([C:10]1[C:11]([C:16]2[CH:21]=[CH:20][C:19]([NH:22][CH2:23][C:24]3[CH:25]=[N:26][C:27]([CH3:33])=[C:28]([OH:32])[C:29]=3[CH2:30][OH:31])=[CH:18][CH:17]=2)=[CH:12][CH:13]=[CH:14][CH:15]=1)(=[O:9])=[O:8])(C)(C)C. Given the product [OH:32][C:28]1[C:29]([CH2:30][OH:31])=[C:24]([CH2:23][NH:22][C:19]2[CH:18]=[CH:17][C:16]([C:11]3[C:10]([S:7]([NH2:6])(=[O:9])=[O:8])=[CH:15][CH:14]=[CH:13][CH:12]=3)=[CH:21][CH:20]=2)[CH:25]=[N:26][C:27]=1[CH3:33], predict the reactants needed to synthesize it. (8) Given the product [Br:1][C:2]1[N:7]=[C:6]([C:8]([NH2:13])=[O:9])[C:5]([OH:12])=[N:4][CH:3]=1, predict the reactants needed to synthesize it. The reactants are: [Br:1][C:2]1[N:7]=[C:6]([C:8](OC)=[O:9])[C:5]([OH:12])=[N:4][CH:3]=1.[NH3:13].Cl. (9) The reactants are: [CH3:1][C:2]1[C:10]([N+:11]([O-:13])=[O:12])=[CH:9][CH:8]=[CH:7][C:3]=1[C:4]([OH:6])=[O:5].OS(O)(=O)=O.[CH3:19]O. Given the product [CH3:1][C:2]1[C:10]([N+:11]([O-:13])=[O:12])=[CH:9][CH:8]=[CH:7][C:3]=1[C:4]([O:6][CH3:19])=[O:5], predict the reactants needed to synthesize it. (10) Given the product [Cl:20][C:12]1[CH:13]=[CH:14][C:15]2=[N:16][N:17]([CH2:29][C:30]3[C:38]4[C:33](=[N:34][CH:35]=[CH:36][CH:37]=4)[N:32]([C:39]([O:41][C:42]([CH3:45])([CH3:44])[CH3:43])=[O:40])[N:31]=3)[N:18]=[C:19]2[C:11]=1[O:10][C:9]1[CH:8]=[C:7]([Cl:21])[CH:6]=[C:3]([C:4]#[N:5])[C:2]=1[Cl:1], predict the reactants needed to synthesize it. The reactants are: [Cl:1][C:2]1[C:9]([O:10][C:11]2[C:19]3[N:18]=[N:17][NH:16][C:15]=3[CH:14]=[CH:13][C:12]=2[Cl:20])=[CH:8][C:7]([Cl:21])=[CH:6][C:3]=1[C:4]#[N:5].C(=O)([O-])[O-].[Cs+].[Cs+].Br[CH2:29][C:30]1[C:38]2[C:33](=[N:34][CH:35]=[CH:36][CH:37]=2)[N:32]([C:39]([O:41][C:42]([CH3:45])([CH3:44])[CH3:43])=[O:40])[N:31]=1.